From a dataset of Peptide-MHC class I binding affinity with 185,985 pairs from IEDB/IMGT. Regression. Given a peptide amino acid sequence and an MHC pseudo amino acid sequence, predict their binding affinity value. This is MHC class I binding data. The peptide sequence is RLVDYRKSV. The MHC is HLA-A02:06 with pseudo-sequence HLA-A02:06. The binding affinity (normalized) is 0.364.